Dataset: Reaction yield outcomes from USPTO patents with 853,638 reactions. Task: Predict the reaction yield, written as a fraction of the theoretical maximum amount of product (1.0 means a 100% yield; for example, 0.34 means a 34% yield). (1) The reactants are [CH3:1][C:2]1[O:6][C:5]([C:7]2[CH:12]=[CH:11][CH:10]=[CH:9][CH:8]=2)=[N:4][C:3]=1[CH2:13][CH2:14][O:15][C:16]1[N:21]=[CH:20][C:19]([CH2:22][C:23]2([C:28]#[N:29])[CH2:27][CH2:26][CH2:25][O:24]2)=[CH:18][CH:17]=1.[N-:30]=[N+:31]=[N-:32].[Na+]. The catalyst is O.C(O)(C)C.[Br-].[Zn+2].[Br-]. The product is [CH3:1][C:2]1[O:6][C:5]([C:7]2[CH:8]=[CH:9][CH:10]=[CH:11][CH:12]=2)=[N:4][C:3]=1[CH2:13][CH2:14][O:15][C:16]1[CH:17]=[CH:18][C:19]([CH2:22][C:23]2([C:28]3[NH:32][N:31]=[N:30][N:29]=3)[CH2:27][CH2:26][CH2:25][O:24]2)=[CH:20][N:21]=1. The yield is 0.440. (2) The reactants are C(OC([NH:8][C@@H:9]1[CH2:14][CH2:13][CH2:12][N:11]([C:15]2[C:20]([CH:21]3[CH2:23][CH2:22]3)=[CH:19][N:18]=[C:17]3[N:24](C(OC(C)(C)C)=O)[CH:25]=[C:26]([NH:27][C:28](=[O:32])[CH:29]([CH3:31])[CH3:30])[C:16]=23)[CH2:10]1)=O)(C)(C)C.C(O)(C(F)(F)F)=O.C(Cl)[Cl:48]. No catalyst specified. The product is [ClH:48].[NH2:8][C@@H:9]1[CH2:14][CH2:13][CH2:12][N:11]([C:15]2[C:20]([CH:21]3[CH2:22][CH2:23]3)=[CH:19][N:18]=[C:17]3[NH:24][CH:25]=[C:26]([NH:27][C:28](=[O:32])[CH:29]([CH3:30])[CH3:31])[C:16]=23)[CH2:10]1. The yield is 0.740. (3) The reactants are ClC1N=C(C(OC)=O)C([N+]([O-])=O)=[C:4]([NH:15][C:16]2[CH:21]=[CH:20][CH:19]=[CH:18][CH:17]=2)N=1.Cl[C:23]1[N:28]=[C:27]([C:29]([O:31]C)=O)[C:26]([N+:33]([O-])=O)=[C:25](Cl)[N:24]=1.[NH2:37][C:38]1C=[CH:42][CH:41]=[CH:40][CH:39]=1.C([N:47](C(C)C)CC)(C)C. The catalyst is C1COCC1. The product is [C:16]1([N:15]2[CH:4]=[N:33][C:26]3[C:25]2=[N:24][C:23]([C:41]2[CH:42]=[N:37][CH:38]=[CH:39][CH:40]=2)=[N:28][C:27]=3[C:29]([NH2:47])=[O:31])[CH:17]=[CH:18][CH:19]=[CH:20][CH:21]=1. The yield is 0.610. (4) The reactants are N1CCCCC1.[Br:7][C:8]1[CH:9]=[C:10]([CH:13]=O)[S:11][CH:12]=1.C(O)(=O)[CH2:16][C:17]([OH:19])=[O:18]. The catalyst is C(Cl)Cl.C(OC(C)C)(C)C. The product is [Br:7][C:8]1[CH:9]=[C:10](/[CH:13]=[CH:16]/[C:17]([OH:19])=[O:18])[S:11][CH:12]=1. The yield is 0.504. (5) The reactants are CC(C)(C)C([O:5][CH2:6][C@@H:7]1[C@@H:12]([O:13]C(=O)C(C)(C)C)[C@H:11]([O:20]C(=O)C(C)(C)C)[C@H:10]([O:27]C(=O)C(C)(C)C)[C@@H:9]([C:34]2[CH:39]=[CH:38][C:37]([C:40]3[CH:45]=[CH:44][C:43]([C@@H:46]4[C@@H:51]([O:52]C(=O)C(C)(C)C)[C@@H:50]([O:59]C(=O)C(C)(C)C)[C@H:49]([O:66]C(=O)C(C)(C)C)[C@@H:48]([CH2:73][O:74]C(=O)C(C)(C)C)[O:47]4)=[CH:42][CH:41]=3)=[CH:36][CH:35]=2)[O:8]1)=O.CO[Na].C(O)(=O)C. The catalyst is CO. The product is [C:37]1([C:40]2[CH:45]=[CH:44][C:43]([C@H:46]3[O:47][C@H:48]([CH2:73][OH:74])[C@@H:49]([OH:66])[C@H:50]([OH:59])[C@@H:51]3[OH:52])=[CH:42][CH:41]=2)[CH:36]=[CH:35][C:34]([C@H:9]2[O:8][C@H:7]([CH2:6][OH:5])[C@@H:12]([OH:13])[C@H:11]([OH:20])[C@@H:10]2[OH:27])=[CH:39][CH:38]=1. The yield is 0.430. (6) The reactants are [CH2:1]([C:8]1[S:9][C:10]([CH3:29])=[C:11]([CH3:28])[C:12]=1[C:13]([C:15]1[CH:20]=[CH:19][C:18]([O:21]C)=[C:17]([CH:23]2[CH2:27][CH2:26][CH2:25][CH2:24]2)[CH:16]=1)=[O:14])[C:2]1[CH:7]=[CH:6][CH:5]=[CH:4][CH:3]=1.B(Br)(Br)Br.C(Cl)Cl. The catalyst is C(Cl)Cl. The product is [CH2:1]([C:8]1[S:9][C:10]([CH3:29])=[C:11]([CH3:28])[C:12]=1[C:13]([C:15]1[CH:20]=[CH:19][C:18]([OH:21])=[C:17]([CH:23]2[CH2:27][CH2:26][CH2:25][CH2:24]2)[CH:16]=1)=[O:14])[C:2]1[CH:3]=[CH:4][CH:5]=[CH:6][CH:7]=1. The yield is 0.180.